From a dataset of Reaction yield outcomes from USPTO patents with 853,638 reactions. Predict the reaction yield, written as a fraction of the theoretical maximum amount of product (1.0 means a 100% yield; for example, 0.34 means a 34% yield). The reactants are [CH:1]([C:4]1[CH:9]=[CH:8][C:7]([CH:10](O)[CH2:11][CH3:12])=[CH:6][CH:5]=1)([CH3:3])[CH3:2].[CH3:14][C:15]1[C:16]([OH:24])=[C:17]([CH3:23])[C:18]([CH3:22])=[C:19]([CH:21]=1)[OH:20]. The product is [CH:1]([C:4]1[CH:9]=[CH:8][C:7]([CH:10]([C:21]2[C:19](=[O:20])[C:18]([CH3:22])=[C:17]([CH3:23])[C:16](=[O:24])[C:15]=2[CH3:14])[CH2:11][CH3:12])=[CH:6][CH:5]=1)([CH3:3])[CH3:2]. The catalyst is ClCCCl. The yield is 0.620.